From a dataset of Reaction yield outcomes from USPTO patents with 853,638 reactions. Predict the reaction yield, written as a fraction of the theoretical maximum amount of product (1.0 means a 100% yield; for example, 0.34 means a 34% yield). The reactants are [NH2:1][C@@H:2]1[CH2:7][CH2:6][CH2:5][N:4]([C:8]([O:10][C:11]([CH3:14])([CH3:13])[CH3:12])=[O:9])[CH2:3]1.F[C:16]1[C:17]([CH3:36])=[N:18][C:19]2[C:24]([N:25]=1)=[C:23]([C:26]1[NH:34][C:33]3[CH2:32][CH2:31][NH:30][C:29](=[O:35])[C:28]=3[CH:27]=1)[CH:22]=[CH:21][CH:20]=2. The catalyst is CS(C)=O. The product is [CH3:36][C:17]1[C:16]([NH:1][C@@H:2]2[CH2:7][CH2:6][CH2:5][N:4]([C:8]([O:10][C:11]([CH3:14])([CH3:13])[CH3:12])=[O:9])[CH2:3]2)=[N:25][C:24]2[C:19]([N:18]=1)=[CH:20][CH:21]=[CH:22][C:23]=2[C:26]1[NH:34][C:33]2[CH2:32][CH2:31][NH:30][C:29](=[O:35])[C:28]=2[CH:27]=1. The yield is 0.0100.